Task: Predict the product of the given reaction.. Dataset: Forward reaction prediction with 1.9M reactions from USPTO patents (1976-2016) (1) Given the reactants O1[C:5]2([CH2:10][CH2:9][N:8]([S:11](/[CH:14]=[CH:15]/[C:16]3[C:21]([CH3:22])=[CH:20][C:19]([N:23]4[C:27]([CH3:29])([CH3:28])[C:26](=[O:30])[NH:25][C:24]4=[O:31])=[CH:18][C:17]=3[CH3:32])(=[O:13])=[O:12])[CH2:7][CH2:6]2)[O:4]CC1.Cl.[OH-].[Na+], predict the reaction product. The product is: [CH3:22][C:21]1[CH:20]=[C:19]([N:23]2[C:27]([CH3:28])([CH3:29])[C:26](=[O:30])[NH:25][C:24]2=[O:31])[CH:18]=[C:17]([CH3:32])[C:16]=1/[CH:15]=[CH:14]/[S:11]([N:8]1[CH2:7][CH2:6][C:5](=[O:4])[CH2:10][CH2:9]1)(=[O:13])=[O:12]. (2) Given the reactants [Cl:1][C:2]1[CH:10]=[C:9]2[C:5]([CH2:6][C:7](=[O:11])[NH:8]2)=[CH:4][CH:3]=1.[Cl:12][C:13]1[CH:22]=[CH:21][C:16]([O:17][CH2:18][C:19]#[N:20])=[C:15]([CH:23]=O)[CH:14]=1.N1CCCC1, predict the reaction product. The product is: [Cl:12][C:13]1[CH:22]=[CH:21][C:16]([O:17][CH2:18][C:19]#[N:20])=[C:15](/[CH:23]=[C:6]2\[C:7](=[O:11])[NH:8][C:9]3[C:5]\2=[CH:4][CH:3]=[C:2]([Cl:1])[CH:10]=3)[CH:14]=1. (3) Given the reactants [C:1]([O:5][C:6]([N:8]1[CH2:13][CH2:12][CH:11]([N:14]2[CH:18]=[C:17]([C:19]([OH:21])=O)[CH:16]=[N:15]2)[CH2:10][CH2:9]1)=[O:7])([CH3:4])([CH3:3])[CH3:2].C(Cl)(=O)C(Cl)=O.[F:28][C:29]1[CH:30]=[C:31]([S:36]([C:39]2[CH:40]=[C:41]3[C:45](=[CH:46][CH:47]=2)[N:44]([C:48]([C:61]2[CH:66]=[CH:65][CH:64]=[CH:63][CH:62]=2)([C:55]2[CH:60]=[CH:59][CH:58]=[CH:57][CH:56]=2)[C:49]2[CH:54]=[CH:53][CH:52]=[CH:51][CH:50]=2)[N:43]=[C:42]3[NH2:67])(=[O:38])=[O:37])[CH:32]=[C:33]([F:35])[CH:34]=1.C(N(CC)CC)C, predict the reaction product. The product is: [C:1]([O:5][C:6]([N:8]1[CH2:9][CH2:10][CH:11]([N:14]2[CH:18]=[C:17]([C:19](=[O:21])[NH:67][C:42]3[C:41]4[C:45](=[CH:46][CH:47]=[C:39]([S:36]([C:31]5[CH:30]=[C:29]([F:28])[CH:34]=[C:33]([F:35])[CH:32]=5)(=[O:38])=[O:37])[CH:40]=4)[N:44]([C:48]([C:61]4[CH:66]=[CH:65][CH:64]=[CH:63][CH:62]=4)([C:55]4[CH:56]=[CH:57][CH:58]=[CH:59][CH:60]=4)[C:49]4[CH:54]=[CH:53][CH:52]=[CH:51][CH:50]=4)[N:43]=3)[CH:16]=[N:15]2)[CH2:12][CH2:13]1)=[O:7])([CH3:3])([CH3:2])[CH3:4].